From a dataset of NCI-60 drug combinations with 297,098 pairs across 59 cell lines. Regression. Given two drug SMILES strings and cell line genomic features, predict the synergy score measuring deviation from expected non-interaction effect. (1) Drug 1: CC12CCC(CC1=CCC3C2CCC4(C3CC=C4C5=CN=CC=C5)C)O. Drug 2: CC12CCC3C(C1CCC2O)C(CC4=C3C=CC(=C4)O)CCCCCCCCCS(=O)CCCC(C(F)(F)F)(F)F. Cell line: RXF 393. Synergy scores: CSS=23.0, Synergy_ZIP=-3.32, Synergy_Bliss=1.25, Synergy_Loewe=2.91, Synergy_HSA=3.40. (2) Drug 1: COC1=C(C=C2C(=C1)N=CN=C2NC3=CC(=C(C=C3)F)Cl)OCCCN4CCOCC4. Drug 2: CN(CCCl)CCCl.Cl. Cell line: IGROV1. Synergy scores: CSS=55.8, Synergy_ZIP=3.75, Synergy_Bliss=4.10, Synergy_Loewe=1.79, Synergy_HSA=8.05. (3) Drug 1: C1=C(C(=O)NC(=O)N1)N(CCCl)CCCl. Drug 2: CC1=C(C=C(C=C1)NC(=O)C2=CC=C(C=C2)CN3CCN(CC3)C)NC4=NC=CC(=N4)C5=CN=CC=C5. Cell line: MALME-3M. Synergy scores: CSS=4.73, Synergy_ZIP=-2.98, Synergy_Bliss=2.01, Synergy_Loewe=-4.29, Synergy_HSA=-0.138.